From a dataset of Catalyst prediction with 721,799 reactions and 888 catalyst types from USPTO. Predict which catalyst facilitates the given reaction. (1) Reactant: FC(F)(F)C(O)=O.[Cl:8][C:9]1[C:10]([F:37])=[C:11]([CH:15]2[C:19]([C:22]3[CH:27]=[CH:26][C:25]([Cl:28])=[CH:24][N:23]=3)([C:20]#[N:21])[CH:18]([CH2:29][C:30]([CH3:33])([CH3:32])[CH3:31])[NH:17][CH:16]2[C:34]([OH:36])=O)[CH:12]=[CH:13][CH:14]=1.[NH2:38][C:39]1[CH:48]=[CH:47][C:42]([C:43]([O:45][CH3:46])=[O:44])=[CH:41][CH:40]=1.CN(C(ON1N=NC2C=CC=NC1=2)=[N+](C)C)C.F[P-](F)(F)(F)(F)F.CCN(C(C)C)C(C)C. Product: [CH3:46][O:45][C:43](=[O:44])[C:42]1[CH:47]=[CH:48][C:39]([NH:38][C:34]([C@H:16]2[C@H:15]([C:11]3[CH:12]=[CH:13][CH:14]=[C:9]([Cl:8])[C:10]=3[F:37])[C@:19]([C:22]3[CH:27]=[CH:26][C:25]([Cl:28])=[CH:24][N:23]=3)([C:20]#[N:21])[C@H:18]([CH2:29][C:30]([CH3:32])([CH3:31])[CH3:33])[NH:17]2)=[O:36])=[CH:40][CH:41]=1. The catalyst class is: 2. (2) Reactant: [ClH:1].[OH:2][CH2:3][C:4]1[CH:5]=[C:6]([N:10]2[CH2:15][CH2:14][N:13](C(OC(C)(C)C)=O)[CH2:12][CH2:11]2)[CH:7]=[CH:8][CH:9]=1. Product: [ClH:1].[N:10]1([C:6]2[CH:5]=[C:4]([CH2:3][OH:2])[CH:9]=[CH:8][CH:7]=2)[CH2:15][CH2:14][NH:13][CH2:12][CH2:11]1. The catalyst class is: 12. (3) Reactant: [NH2:1][C:2]1[C:7]([C:8]#[N:9])=[C:6]([CH:10]2[CH2:15][CH2:14][CH:13]([O:16][Si:17]([C:20]([CH3:23])([CH3:22])[CH3:21])([CH3:19])[CH3:18])[CH2:12][CH2:11]2)[C:5]([C:24]#[N:25])=[C:4]([SH:26])[N:3]=1.Cl[CH2:28][C:29]1[N:30]=[C:31]([C:34]2[CH:39]=[CH:38][C:37]([Cl:40])=[CH:36][CH:35]=2)[S:32][CH:33]=1.C(=O)(O)[O-].[Na+]. Product: [NH2:1][C:2]1[C:7]([C:8]#[N:9])=[C:6]([C@H:10]2[CH2:11][CH2:12][C@H:13]([O:16][Si:17]([C:20]([CH3:22])([CH3:23])[CH3:21])([CH3:18])[CH3:19])[CH2:14][CH2:15]2)[C:5]([C:24]#[N:25])=[C:4]([S:26][CH2:28][C:29]2[N:30]=[C:31]([C:34]3[CH:39]=[CH:38][C:37]([Cl:40])=[CH:36][CH:35]=3)[S:32][CH:33]=2)[N:3]=1. The catalyst class is: 3. (4) Reactant: [OH-].[Na+].[Cl:3][C:4]1[CH:9]=[CH:8][CH:7]=[C:6]([Cl:10])[C:5]=1[C:11]([NH:13][C@H:14]([C:35]([O:37]C)=[O:36])[CH2:15][C:16]1[CH:21]=[CH:20][C:19]([CH2:22][CH2:23][CH2:24][C:25]2[CH:34]=[CH:33][C:32]3[CH2:31][CH2:30][CH2:29][NH:28][C:27]=3[N:26]=2)=[CH:18][N:17]=1)=[O:12]. Product: [Cl:10][C:6]1[CH:7]=[CH:8][CH:9]=[C:4]([Cl:3])[C:5]=1[C:11]([NH:13][C@H:14]([C:35]([OH:37])=[O:36])[CH2:15][C:16]1[CH:21]=[CH:20][C:19]([CH2:22][CH2:23][CH2:24][C:25]2[CH:34]=[CH:33][C:32]3[CH2:31][CH2:30][CH2:29][NH:28][C:27]=3[N:26]=2)=[CH:18][N:17]=1)=[O:12]. The catalyst class is: 1.